The task is: Predict the reactants needed to synthesize the given product.. This data is from Full USPTO retrosynthesis dataset with 1.9M reactions from patents (1976-2016). (1) Given the product [Br:21][C:22]1[CH:38]=[CH:37][C:25]2[C:26]([CH3:36])=[C:27]([CH2:29][CH2:30][C:31]([O:33][CH2:34][CH3:35])=[O:32])[S:28][C:24]=2[CH:23]=1, predict the reactants needed to synthesize it. The reactants are: BrC1C=CC2SC(CCC(OC(C)(C)C)=O)=C(C)C=2C=1.[Br:21][C:22]1[CH:38]=[CH:37][C:25]2[C:26]([CH3:36])=[C:27](/[CH:29]=[CH:30]/[C:31]([O:33][CH2:34][CH3:35])=[O:32])[S:28][C:24]=2[CH:23]=1. (2) Given the product [Cl:3][C:4]1[CH:5]=[CH:6][C:7]([S:10]([N:13]([CH2:28][CH3:29])[C:14]2[CH:19]=[CH:18][C:17]([Cl:20])=[CH:16][C:15]=2[N+:21]([O-:23])=[O:22])(=[O:11])=[O:12])=[CH:8][CH:9]=1, predict the reactants needed to synthesize it. The reactants are: [H-].[Na+].[Cl:3][C:4]1[CH:9]=[CH:8][C:7]([S:10]([NH:13][C:14]2[CH:19]=[CH:18][C:17]([Cl:20])=[CH:16][C:15]=2[N+:21]([O-:23])=[O:22])(=[O:12])=[O:11])=[CH:6][CH:5]=1.S(OCC)(O[CH2:28][CH3:29])(=O)=O.O. (3) Given the product [Br:18][C:14]1[CH:13]=[C:12]([CH:10]([O:11][CH:20]2[CH2:25][CH2:24][N:23]([CH3:26])[CH2:22][CH2:21]2)[C:2]2[NH:3][C:4]3[CH:9]=[CH:8][CH:7]=[CH:6][C:5]=3[N:1]=2)[CH:17]=[CH:16][CH:15]=1, predict the reactants needed to synthesize it. The reactants are: [NH:1]1[C:5]2[CH:6]=[CH:7][CH:8]=[CH:9][C:4]=2[N:3]=[C:2]1[CH:10]([C:12]1[CH:17]=[CH:16][CH:15]=[C:14]([Br:18])[CH:13]=1)[OH:11].O[CH:20]1[CH2:25][CH2:24][N:23]([CH3:26])[CH2:22][CH2:21]1.C1(C)C=CC(S(O)(=O)=O)=CC=1. (4) Given the product [Cl:8][C:6]1[CH:5]=[CH:4][C:3]([N:9]2[C:18]3[C:13](=[CH:14][C:15]([S:19]([NH:22][C:23]4[CH:27]=[CH:26][O:25][N:24]=4)(=[O:20])=[O:21])=[CH:16][CH:17]=3)[CH:12]=[CH:11][C:10]2=[O:28])=[CH:2][CH:7]=1, predict the reactants needed to synthesize it. The reactants are: Br[C:2]1[CH:7]=[C:6]([Cl:8])[CH:5]=[CH:4][C:3]=1[N:9]1[C:18]2[C:13](=[CH:14][C:15]([S:19]([NH:22][C:23]3[CH:27]=[CH:26][O:25][N:24]=3)(=[O:21])=[O:20])=[CH:16][CH:17]=2)[CH:12]=[CH:11][C:10]1=[O:28].CN(C=O)C.C(O)=O. (5) Given the product [CH2:1]([O:3][C:4](=[O:26])[CH2:5][C:6]1[CH:7]=[N:8][CH:9]=[C:10]([C:12]2[CH:17]=[CH:16][C:15]([C:18]([F:19])([F:21])[F:20])=[CH:14][C:13]=2[CH2:22][N:23]([S:27]([C:30]2[C:42]3[C:34](=[C:35]([N:36]([CH3:38])[CH3:37])[CH:39]=[CH:40][CH:41]=3)[CH:33]=[CH:32][CH:31]=2)(=[O:29])=[O:28])[CH2:24][CH3:25])[CH:11]=1)[CH3:2], predict the reactants needed to synthesize it. The reactants are: [CH2:1]([O:3][C:4](=[O:26])[CH2:5][C:6]1[CH:7]=[N:8][CH:9]=[C:10]([C:12]2[CH:17]=[CH:16][C:15]([C:18]([F:21])([F:20])[F:19])=[CH:14][C:13]=2[CH2:22][NH:23][CH2:24][CH3:25])[CH:11]=1)[CH3:2].[S:27](Cl)([C:30]1[C:42]2[CH:41]=[CH:40][CH:39]=[C:35]([N:36]([CH3:38])[CH3:37])[C:34]=2[CH:33]=[CH:32][CH:31]=1)(=[O:29])=[O:28].